Dataset: Forward reaction prediction with 1.9M reactions from USPTO patents (1976-2016). Task: Predict the product of the given reaction. (1) Given the reactants Br[C:2]1[CH:7]=[CH:6][C:5]([S:8]([C:11]2[CH:16]=[CH:15][C:14]([F:17])=[CH:13][CH:12]=2)(=[O:10])=[O:9])=[CH:4][C:3]=1[F:18].[CH3:19][C:20]1[CH:21]=[CH:22][C:23]([O:29][CH3:30])=[C:24](B(O)O)[CH:25]=1, predict the reaction product. The product is: [F:17][C:14]1[CH:15]=[CH:16][C:11]([S:8]([C:5]2[CH:6]=[CH:7][C:2]([C:22]3[CH:21]=[C:20]([CH3:19])[CH:25]=[CH:24][C:23]=3[O:29][CH3:30])=[C:3]([F:18])[CH:4]=2)(=[O:10])=[O:9])=[CH:12][CH:13]=1. (2) Given the reactants [Cl:1][C:2]1[CH:7]=[CH:6][C:5]([N:8]2[C:11](=[O:12])[C@H:10]([S:13][CH2:14][C:15]([C:17]3[CH:22]=[CH:21][C:20]([Cl:23])=[CH:19][CH:18]=3)=[O:16])[C@H:9]2[C:24]2[CH:38]=[CH:37][C:27]([O:28][CH2:29][C:30]([NH:32][CH2:33][C:34]([OH:36])=O)=[O:31])=[CH:26][CH:25]=2)=[CH:4][CH:3]=1.C[N:40]1[CH2:45][CH2:44][O:43]CC1.Cl.C(OC([NH:54][C@@H:55](C(OC(C)(C)C)=O)[CH2:56][CH2:57][CH2:58]CN)=O)(C)(C)C.CN(C([O:75]N1N=NC2C=CC=CC1=2)=[N+](C)C)C.[B-](F)(F)(F)F.C(OC(NCCCC[C@H](C(OC(C)(C)C)=O)N)=O)(C)(C)C.OS([O-])(=O)=O.[K+].[BH4-].[Na+].C([O-])(=O)C.[NH4+], predict the reaction product. The product is: [Cl:1][C:2]1[CH:7]=[CH:6][C:5]([N:8]2[C:11](=[O:12])[C@H:10]([S:13][CH2:14][CH:15]([C:17]3[CH:18]=[CH:19][C:20]([Cl:23])=[CH:21][CH:22]=3)[OH:16])[C@H:9]2[C:24]2[CH:25]=[CH:26][C:27]([O:28][CH2:29][C:30]([NH:32][CH2:33][C:34]([NH:40][C@@H:45]([C:44]([OH:43])=[O:75])[CH2:58][CH2:57][CH2:56][CH2:55][NH2:54])=[O:36])=[O:31])=[CH:37][CH:38]=2)=[CH:4][CH:3]=1. (3) Given the reactants [NH2:1][C:2]1[CH:10]=[CH:9][C:5]([C:6]([OH:8])=[O:7])=[CH:4][C:3]=1[OH:11].S(=O)(=O)(O)O.[CH3:17]O, predict the reaction product. The product is: [CH3:17][O:7][C:6](=[O:8])[C:5]1[CH:9]=[CH:10][C:2]([NH2:1])=[C:3]([OH:11])[CH:4]=1. (4) The product is: [CH3:1][O:2][C:3]([C:4]1[N:20]=[C:17]([CH3:18])[S:19][C:5]=1[C:6]1[CH:11]=[CH:10][C:9]([CH3:12])=[CH:8][C:7]=1[CH3:13])=[O:16]. Given the reactants [CH3:1][O:2][C:3](=[O:16])[C:4](=O)[CH:5](Cl)[C:6]1[CH:11]=[CH:10][C:9]([CH3:12])=[CH:8][C:7]=1[CH3:13].[C:17]([NH2:20])(=[S:19])[CH3:18], predict the reaction product. (5) Given the reactants [S:1]1[C:5]2[CH:6]=[CH:7][CH:8]=[CH:9][C:4]=2[N:3]=[C:2]1[C:10]([C:12]1[CH:17]=[CH:16][CH:15]=[CH:14][C:13]=1[O:18]COC)=[O:11].Cl, predict the reaction product. The product is: [S:1]1[C:5]2[CH:6]=[CH:7][CH:8]=[CH:9][C:4]=2[N:3]=[C:2]1[C:10]([C:12]1[CH:17]=[CH:16][CH:15]=[CH:14][C:13]=1[OH:18])=[O:11]. (6) Given the reactants [Cl:1][C:2]1[CH:26]=[CH:25][C:5]([CH2:6][N:7]2[C:15]3[C:10](=[CH:11][C:12]([CH:16]=[C:17]4[S:21][CH:20](SC)[NH:19][C:18]4=[O:24])=[CH:13][CH:14]=3)[CH:9]=[N:8]2)=[C:4]([C:27]([F:30])([F:29])[F:28])[CH:3]=1.[CH3:31][NH:32][CH2:33][CH2:34][N:35]1[CH2:40][CH2:39][N:38]([CH3:41])[CH2:37][CH2:36]1, predict the reaction product. The product is: [Cl:1][C:2]1[CH:26]=[CH:25][C:5]([CH2:6][N:7]2[C:15]3[C:10](=[CH:11][C:12]([CH:16]=[C:17]4[S:21][C:20]([N:32]([CH3:31])[CH2:33][CH2:34][N:35]5[CH2:40][CH2:39][N:38]([CH3:41])[CH2:37][CH2:36]5)=[N:19][C:18]4=[O:24])=[CH:13][CH:14]=3)[CH:9]=[N:8]2)=[C:4]([C:27]([F:28])([F:29])[F:30])[CH:3]=1. (7) Given the reactants [CH2:1]([OH:16])[CH:2]([OH:15])[CH2:3][O:4][CH2:5][CH:6]([OH:14])[CH2:7][O:8][CH2:9][CH:10]([OH:13])[CH2:11][OH:12].C(O)C(O)COCC(O)CO.[CH:28](=O)[CH2:29][CH2:30][CH2:31][CH2:32][CH2:33][CH2:34][CH2:35][CH2:36][CH3:37], predict the reaction product. The product is: [CH2:28]([O:12][CH2:11][CH:10]([OH:13])[CH2:9][O:8][CH2:7][CH:6]([OH:14])[CH2:5][O:4][CH2:3][CH:2]([OH:15])[CH2:1][OH:16])[CH2:29][CH2:30][CH2:31][CH2:32][CH2:33][CH2:34][CH2:35][CH2:36][CH3:37].